This data is from Full USPTO retrosynthesis dataset with 1.9M reactions from patents (1976-2016). The task is: Predict the reactants needed to synthesize the given product. (1) Given the product [CH3:17][O:16][C:13]1[CH:14]=[CH:15][C:10]2[N:11]([C:7]([C:1]3[CH:6]=[CH:5][CH:4]=[CH:3][CH:2]=3)=[C:8]([C:18]3[CH:19]=[CH:20][C:21]([C:24]4([NH2:28])[CH2:25][CH2:26][CH2:27]4)=[CH:22][CH:23]=3)[N:9]=2)[N:12]=1, predict the reactants needed to synthesize it. The reactants are: [C:1]1([C:7]2[N:11]3[N:12]=[C:13]([O:16][CH3:17])[CH:14]=[CH:15][C:10]3=[N:9][C:8]=2[C:18]2[CH:23]=[CH:22][C:21]([C:24]3([NH:28]C(=O)OC(C)(C)C)[CH2:27][CH2:26][CH2:25]3)=[CH:20][CH:19]=2)[CH:6]=[CH:5][CH:4]=[CH:3][CH:2]=1.Cl.O1CCOCC1.[OH-].[Na+]. (2) Given the product [ClH:22].[CH:1]1[C:6]2=[CH:7][C:8]3[CH:9]=[CH:10][CH:11]=[CH:12][C:13]=3[N:5]2[CH:4]=[C:3]([C:14]([OH:16])=[O:15])[N:2]=1, predict the reactants needed to synthesize it. The reactants are: [CH:1]1[C:6]2=[CH:7][C:8]3[CH:9]=[CH:10][CH:11]=[CH:12][C:13]=3[N:5]2[CH:4]=[C:3]([C:14]([O:16]CC)=[O:15])[N:2]=1.[OH-].[K+].O.[ClH:22].